Dataset: NCI-60 drug combinations with 297,098 pairs across 59 cell lines. Task: Regression. Given two drug SMILES strings and cell line genomic features, predict the synergy score measuring deviation from expected non-interaction effect. (1) Drug 1: C1=NC2=C(N=C(N=C2N1C3C(C(C(O3)CO)O)O)F)N. Drug 2: CC1=C(C(=O)C2=C(C1=O)N3CC4C(C3(C2COC(=O)N)OC)N4)N. Cell line: HCT116. Synergy scores: CSS=44.8, Synergy_ZIP=3.78, Synergy_Bliss=4.12, Synergy_Loewe=-15.6, Synergy_HSA=2.15. (2) Drug 1: COC1=CC(=CC(=C1O)OC)C2C3C(COC3=O)C(C4=CC5=C(C=C24)OCO5)OC6C(C(C7C(O6)COC(O7)C8=CC=CS8)O)O. Drug 2: CC(C1=C(C=CC(=C1Cl)F)Cl)OC2=C(N=CC(=C2)C3=CN(N=C3)C4CCNCC4)N. Cell line: A549. Synergy scores: CSS=46.1, Synergy_ZIP=-2.03, Synergy_Bliss=-1.96, Synergy_Loewe=-3.08, Synergy_HSA=1.59.